This data is from Peptide-MHC class I binding affinity with 185,985 pairs from IEDB/IMGT. The task is: Regression. Given a peptide amino acid sequence and an MHC pseudo amino acid sequence, predict their binding affinity value. This is MHC class I binding data. (1) The peptide sequence is TLWKAGILYK. The MHC is HLA-A33:01 with pseudo-sequence HLA-A33:01. The binding affinity (normalized) is 0.0480. (2) The peptide sequence is PVARQRPGL. The MHC is Patr-A0401 with pseudo-sequence Patr-A0401. The binding affinity (normalized) is 0.